From a dataset of Catalyst prediction with 721,799 reactions and 888 catalyst types from USPTO. Predict which catalyst facilitates the given reaction. (1) Reactant: [NH2:1][C:2]1[N:7]=[C:6](Cl)[N:5]=[C:4]([NH:9][C:10]2[CH:15]=[CH:14][C:13]([N:16]3[CH2:21][CH2:20][O:19][CH2:18][CH2:17]3)=[CH:12][CH:11]=2)[N:3]=1.[CH:22]1([C:25]2[CH:26]=[C:27]3[C:32](=[CH:33][CH:34]=2)[C:31](=[O:35])[N:30]([C:36]2[CH:41]=[CH:40][CH:39]=[C:38](B4OC(C)(C)C(C)(C)O4)[C:37]=2[CH3:51])[N:29]=[CH:28]3)[CH2:24][CH2:23]1.C(=O)([O-])[O-].[K+].[K+]. Product: [NH2:1][C:2]1[N:3]=[C:4]([NH:9][C:10]2[CH:15]=[CH:14][C:13]([N:16]3[CH2:21][CH2:20][O:19][CH2:18][CH2:17]3)=[CH:12][CH:11]=2)[N:5]=[C:6]([C:38]2[C:37]([CH3:51])=[C:36]([N:30]3[N:29]=[CH:28][C:27]4[C:32](=[CH:33][CH:34]=[C:25]([CH:22]5[CH2:23][CH2:24]5)[CH:26]=4)[C:31]3=[O:35])[CH:41]=[CH:40][CH:39]=2)[N:7]=1. The catalyst class is: 437. (2) Reactant: [CH2:1]([O:8][C:9]([C:11]1[C:19]2[C:14](=[CH:15][CH:16]=[C:17]([CH2:20][CH2:21]OS(C)(=O)=O)[CH:18]=2)[NH:13][C:12]=1[CH3:27])=[O:10])[C:2]1[CH:7]=[CH:6][CH:5]=[CH:4][CH:3]=1.[CH3:28][NH2:29]. Product: [CH2:1]([O:8][C:9]([C:11]1[C:19]2[C:14](=[CH:15][CH:16]=[C:17]([CH2:20][CH2:21][NH:29][CH3:28])[CH:18]=2)[NH:13][C:12]=1[CH3:27])=[O:10])[C:2]1[CH:7]=[CH:6][CH:5]=[CH:4][CH:3]=1. The catalyst class is: 8. (3) Reactant: [CH3:1][Mg]Br.[F:4][C:5]1([F:36])[CH2:8][CH:7]([CH2:9][O:10][CH2:11][C:12]2[N:17]=[C:16]([NH:18][C:19]3[CH:24]=[CH:23][C:22]([N:25]4[CH:29]=[C:28]([CH3:30])[N:27]=[CH:26]4)=[C:21]([O:31][CH3:32])[CH:20]=3)[N:15]=[C:14]([C:33](=[O:35])[CH3:34])[CH:13]=2)[CH2:6]1. Product: [F:36][C:5]1([F:4])[CH2:8][CH:7]([CH2:9][O:10][CH2:11][C:12]2[N:17]=[C:16]([NH:18][C:19]3[CH:24]=[CH:23][C:22]([N:25]4[CH:29]=[C:28]([CH3:30])[N:27]=[CH:26]4)=[C:21]([O:31][CH3:32])[CH:20]=3)[N:15]=[C:14]([C:33]([OH:35])([CH3:1])[CH3:34])[CH:13]=2)[CH2:6]1. The catalyst class is: 7. (4) Reactant: [F:1][C:2]1[CH:24]=[C:23]([N+:25]([O-])=O)[CH:22]=[CH:21][C:3]=1[O:4][C:5]1[CH:10]=[CH:9][N:8]=[C:7]([NH:11][C:12](=[O:18])[O:13][C:14]([CH3:17])([CH3:16])[CH3:15])[C:6]=1[CH:19]=[CH2:20]. Product: [NH2:25][C:23]1[CH:22]=[CH:21][C:3]([O:4][C:5]2[CH:10]=[CH:9][N:8]=[C:7]([NH:11][C:12](=[O:18])[O:13][C:14]([CH3:15])([CH3:17])[CH3:16])[C:6]=2[CH2:19][CH3:20])=[C:2]([F:1])[CH:24]=1. The catalyst class is: 719. (5) Reactant: C([O:5][C:6](=[O:41])[C:7]1[CH:12]=[CH:11][CH:10]=[C:9]([CH2:13][CH:14]([NH:28][C:29](=[O:38])[CH2:30][CH2:31][CH2:32][S:33](=[O:37])(=[O:36])[NH:34][CH3:35])[B:15]2[O:23]C3C(C)(C4CC(C3)C4(C)C)[O:16]2)[C:8]=1OC)(C)(C)C.B(Br)(Br)Br. Product: [OH:16][B:15]1[C@@H:14]([NH:28][C:29](=[O:38])[CH2:30][CH2:31][CH2:32][S:33](=[O:36])(=[O:37])[NH:34][CH3:35])[CH2:13][C:9]2[CH:10]=[CH:11][CH:12]=[C:7]([C:6]([OH:5])=[O:41])[C:8]=2[O:23]1. The catalyst class is: 4. (6) Reactant: [Cl:1][C:2]1[C:3]([CH:12]([C:17](=[O:20])[CH2:18][CH3:19])C(OC)=O)=[N:4][CH:5]=[C:6]([C:8]([F:11])([F:10])[F:9])[CH:7]=1.[Cl-].[Na+]. Product: [Cl:1][C:2]1[C:3]([CH2:12][C:17](=[O:20])[CH2:18][CH3:19])=[N:4][CH:5]=[C:6]([C:8]([F:11])([F:9])[F:10])[CH:7]=1. The catalyst class is: 374. (7) Product: [O:7]([CH2:9][C:10]([OH:12])=[O:11])[C:1]1[CH:6]=[CH:5][CH:4]=[CH:3][CH:2]=1. Reactant: [C:1]1([OH:7])[CH:6]=[CH:5][CH:4]=[CH:3][CH:2]=1.Cl[CH2:9][C:10]([O:12]CC)=[O:11].[I-].[Na+].C(=O)([O-])[O-].[K+].[K+]. The catalyst class is: 95. (8) The catalyst class is: 16. Product: [F:24][C:25]1[CH:30]=[C:29]([F:31])[CH:28]=[CH:27][C:26]=1[O:32][C:2]1[CH:7]=[CH:6][C:5]([S:8]([CH3:11])(=[O:10])=[O:9])=[CH:4][C:3]=1[C:12]1[C:20]2[C:15](=[C:16]([O:21][CH3:22])[N:17]=[CH:18][CH:19]=2)[N:14]([CH3:23])[CH:13]=1. Reactant: F[C:2]1[CH:7]=[CH:6][C:5]([S:8]([CH3:11])(=[O:10])=[O:9])=[CH:4][C:3]=1[C:12]1[C:20]2[C:15](=[C:16]([O:21][CH3:22])[N:17]=[CH:18][CH:19]=2)[N:14]([CH3:23])[CH:13]=1.[F:24][C:25]1[CH:30]=[C:29]([F:31])[CH:28]=[CH:27][C:26]=1[OH:32].C(=O)([O-])[O-].[Cs+].[Cs+]. (9) Reactant: [C:1]([Si:5]([CH3:17])([CH3:16])[N:6]1[C:10]2=[N:11][CH:12]=[CH:13][CH:14]=[C:9]2[C:8](I)=[CH:7]1)([CH3:4])([CH3:3])[CH3:2].C([Mg]Cl)(C)C.[C:23]([O:27][C:28](=[O:47])[N:29]([CH2:39][C:40]1[CH:45]=[CH:44][C:43]([Cl:46])=[CH:42][CH:41]=1)[C:30]1[CH:35]=[CH:34][C:33]([CH:36]=[O:37])=[C:32]([F:38])[N:31]=1)([CH3:26])([CH3:25])[CH3:24].O. Product: [C:23]([O:27][C:28](=[O:47])[N:29]([C:30]1[C:35]([CH3:34])=[C:36]([OH:37])[C:33]([C:8]2[C:9]3[C:10](=[N:11][CH:12]=[CH:13][CH:14]=3)[N:6]([Si:5]([C:1]([CH3:4])([CH3:3])[CH3:2])([CH3:17])[CH3:16])[CH:7]=2)=[C:32]([F:38])[N:31]=1)[CH2:39][C:40]1[CH:45]=[CH:44][C:43]([Cl:46])=[CH:42][CH:41]=1)([CH3:25])([CH3:26])[CH3:24]. The catalyst class is: 7.